This data is from Full USPTO retrosynthesis dataset with 1.9M reactions from patents (1976-2016). The task is: Predict the reactants needed to synthesize the given product. (1) Given the product [Cl:19][C:13]1[CH:14]=[C:15]([Cl:18])[CH:16]=[CH:17][C:12]=1[C:11]1[C:10]([C:20]#[N:21])=[C:9]([I:22])[S:8][C:7]=1[C:5]1[NH:4][CH2:3][CH2:2][N:1]=1, predict the reactants needed to synthesize it. The reactants are: [NH2:1][CH2:2][CH2:3][NH:4][C:5]([C:7]1[S:8][C:9]([I:22])=[C:10]([C:20]#[N:21])[C:11]=1[C:12]1[CH:17]=[CH:16][C:15]([Cl:18])=[CH:14][C:13]=1[Cl:19])=O.C1(C)C=CC=CC=1.P(Cl)(Cl)(Cl)=O. (2) The reactants are: [H-].[Na+].[I:3][C:4]1[C:5]([O:18][CH3:19])=[CH:6][C:7]([NH:10][C:11](=[O:17])[O:12][C:13]([CH3:16])([CH3:15])[CH3:14])=[N:8][CH:9]=1.[CH3:20]I. Given the product [C:13]([O:12][C:11](=[O:17])[N:10]([C:7]1[CH:6]=[C:5]([O:18][CH3:19])[C:4]([I:3])=[CH:9][N:8]=1)[CH3:20])([CH3:14])([CH3:15])[CH3:16], predict the reactants needed to synthesize it. (3) Given the product [C:15]([NH:19][CH2:18][C:17]1[S:8][C:3]2[CH:4]=[CH:5][CH:6]=[CH:7][C:2]=2[N:1]=1)(=[O:16])[C:9]1[CH:14]=[CH:13][CH:12]=[CH:11][CH:10]=1, predict the reactants needed to synthesize it. The reactants are: [NH2:1][C:2]1[CH:7]=[CH:6][CH:5]=[CH:4][C:3]=1[SH:8].[C:9]1([C:15]2[O:16][C:17](=O)[CH2:18][N:19]=2)[CH:14]=[CH:13][CH:12]=[CH:11][CH:10]=1.O. (4) Given the product [F:31][C:30]([F:33])([F:32])[S:27]([O:8][C:6]1[CH2:7][CH:2]([CH3:1])[O:3][CH2:4][CH:5]=1)(=[O:29])=[O:28], predict the reactants needed to synthesize it. The reactants are: [CH3:1][CH:2]1[CH2:7][C:6](=[O:8])[CH2:5][CH2:4][O:3]1.[Li+].C[Si]([N-][Si](C)(C)C)(C)C.ClC1C=CC(N([S:27]([C:30]([F:33])([F:32])[F:31])(=[O:29])=[O:28])[S:27]([C:30]([F:33])([F:32])[F:31])(=[O:29])=[O:28])=NC=1.